This data is from CYP3A4 inhibition data for predicting drug metabolism from PubChem BioAssay. The task is: Regression/Classification. Given a drug SMILES string, predict its absorption, distribution, metabolism, or excretion properties. Task type varies by dataset: regression for continuous measurements (e.g., permeability, clearance, half-life) or binary classification for categorical outcomes (e.g., BBB penetration, CYP inhibition). Dataset: cyp3a4_veith. (1) The molecule is CCCOc1ccc(-c2nc(C#N)c(NCCCn3ccnc3)o2)cc1. The result is 1 (inhibitor). (2) The molecule is COc1ccc(Oc2ncc3nc(-c4cccs4)c(=O)n(CCC#N)c3n2)cc1. The result is 1 (inhibitor). (3) The drug is CN(C)C(=O)c1ccc(-c2cncnc2NCCc2cnc[nH]2)cc1. The result is 1 (inhibitor).